Dataset: Forward reaction prediction with 1.9M reactions from USPTO patents (1976-2016). Task: Predict the product of the given reaction. (1) Given the reactants [Br:1][C:2]1[N:3]=[C:4]2[C:10]([C:11]([OH:13])=O)=[CH:9][N:8]([CH2:14][O:15][CH2:16][CH2:17][Si:18]([CH3:21])([CH3:20])[CH3:19])[C:5]2=[N:6][CH:7]=1.Cl.[CH3:23][O:24][CH2:25][C@@H:26]([NH2:28])[CH3:27].C(N(CC)C(C)C)(C)C.CN(C(ON1N=NC2C=CC=NC1=2)=[N+](C)C)C.F[P-](F)(F)(F)(F)F, predict the reaction product. The product is: [CH3:23][O:24][CH2:25][C@@H:26]([NH:28][C:11]([C:10]1[C:4]2[C:5](=[N:6][CH:7]=[C:2]([Br:1])[N:3]=2)[N:8]([CH2:14][O:15][CH2:16][CH2:17][Si:18]([CH3:21])([CH3:20])[CH3:19])[CH:9]=1)=[O:13])[CH3:27]. (2) Given the reactants Br[C:2]1[N:7]=[CH:6][CH:5]=[CH:4][N:3]=1.[N:8]1([C:14]([C:16]2[CH:28]=[C:27]3[C:19]([C:20]4[CH:21]=[C:22](B5OC(C)(C)C(C)(C)O5)[CH:23]=[C:24]([C:29]([NH2:31])=[O:30])[C:25]=4[NH:26]3)=[CH:18][CH:17]=2)=[O:15])[CH2:13][CH2:12][O:11][CH2:10][CH2:9]1.C([O-])([O-])=O.[Na+].[Na+].C1(C)C=CC=CC=1, predict the reaction product. The product is: [N:8]1([C:14]([C:16]2[CH:28]=[C:27]3[C:19]([C:20]4[CH:21]=[C:22]([C:2]5[N:7]=[CH:6][CH:5]=[CH:4][N:3]=5)[CH:23]=[C:24]([C:29]([NH2:31])=[O:30])[C:25]=4[NH:26]3)=[CH:18][CH:17]=2)=[O:15])[CH2:13][CH2:12][O:11][CH2:10][CH2:9]1. (3) Given the reactants [CH2:1]([C:3]1[CH:8]=[CH:7][C:6]([S:9]([C:12]2[N:13]=[N:14][N:15]3[C:20]4[CH:21]=[CH:22][S:23][C:19]=4[C:18](=O)[NH:17][C:16]=23)(=[O:11])=[O:10])=[CH:5][CH:4]=1)[CH3:2].[S:25]1[CH:29]=[CH:28][CH:27]=[C:26]1[CH2:30][NH2:31].C1CCN2C(=NCCC2)CC1.C1CN([P+](ON2N=NC3C=CC=CC2=3)(N2CCCC2)N2CCCC2)CC1.F[P-](F)(F)(F)(F)F.Cl.C([O-])([O-])=O.[Na+].[Na+], predict the reaction product. The product is: [CH2:1]([C:3]1[CH:8]=[CH:7][C:6]([S:9]([C:12]2[N:13]=[N:14][N:15]3[C:20]4[CH:21]=[CH:22][S:23][C:19]=4[C:18]([NH:31][CH2:30][C:26]4[S:25][CH:29]=[CH:28][CH:27]=4)=[N:17][C:16]=23)(=[O:11])=[O:10])=[CH:5][CH:4]=1)[CH3:2].